From a dataset of Catalyst prediction with 721,799 reactions and 888 catalyst types from USPTO. Predict which catalyst facilitates the given reaction. (1) Reactant: [OH:1][C@@H:2]1[CH2:6][N:5]([C:7]([O:9][CH2:10][C:11]2[CH:16]=[CH:15][CH:14]=[CH:13][CH:12]=2)=[O:8])[CH2:4][C@H:3]1[C:17]([O:19]CC)=[O:18].[OH-].[Na+]. Product: [CH2:10]([O:9][C:7]([N:5]1[CH2:6][C@@H:2]([OH:1])[C@H:3]([C:17]([OH:19])=[O:18])[CH2:4]1)=[O:8])[C:11]1[CH:16]=[CH:15][CH:14]=[CH:13][CH:12]=1. The catalyst class is: 40. (2) Reactant: [C:1]([O:5][C:6]([NH:8][C@@H:9]([CH2:13][C:14]1[CH:19]=[CH:18][CH:17]=[C:16]([Br:20])[CH:15]=1)[C:10]([OH:12])=O)=[O:7])([CH3:4])([CH3:3])[CH3:2].F[P-](F)(F)(F)(F)F.N1(OC(N(C)C)=[N+](C)C)C2N=CC=CC=2N=N1.CCN(C(C)C)C(C)C.[CH3:54][O:55][C:56]1[CH:63]=[CH:62][C:59]([NH:60][CH3:61])=[CH:58][CH:57]=1. The catalyst class is: 31. Product: [Br:20][C:16]1[CH:15]=[C:14]([CH2:13][C@H:9]([NH:8][C:6](=[O:7])[O:5][C:1]([CH3:2])([CH3:3])[CH3:4])[C:10]([N:60]([C:59]2[CH:62]=[CH:63][C:56]([O:55][CH3:54])=[CH:57][CH:58]=2)[CH3:61])=[O:12])[CH:19]=[CH:18][CH:17]=1. (3) Reactant: [CH3:1][Si:2]([CH3:42])([CH2:21][CH2:22][C:23]([F:41])([F:40])[C:24]([F:39])([F:38])[C:25]([F:37])([F:36])[C:26]([F:35])([F:34])[C:27]([F:33])([F:32])[C:28]([F:31])([F:30])[F:29])[CH2:3][CH2:4][CH2:5][CH2:6][O:7][C:8]1[CH:13]=[CH:12][C:11]([C:14]2[N:19]=[CH:18][C:17]([OH:20])=[CH:16][N:15]=2)=[CH:10][CH:9]=1.[CH2:43]([CH:47]1[CH2:51][C:50](=[O:52])[O:49][CH:48]1[CH2:53]OS(C1C=CC(C)=CC=1)(=O)=O)[CH:44]([CH3:46])[CH3:45].C(=O)([O-])[O-].[Cs+].[Cs+]. Product: [CH3:42][Si:2]([CH3:1])([CH2:21][CH2:22][C:23]([F:41])([F:40])[C:24]([F:38])([F:39])[C:25]([F:36])([F:37])[C:26]([F:34])([F:35])[C:27]([F:32])([F:33])[C:28]([F:29])([F:30])[F:31])[CH2:3][CH2:4][CH2:5][CH2:6][O:7][C:8]1[CH:13]=[CH:12][C:11]([C:14]2[N:15]=[CH:16][C:17]([O:20][CH2:53][CH:48]3[O:49][C:50](=[O:52])[CH2:51][CH:47]3[CH2:43][CH:44]([CH3:46])[CH3:45])=[CH:18][N:19]=2)=[CH:10][CH:9]=1. The catalyst class is: 3. (4) Reactant: C([O:3][C:4](=[O:25])[C:5]1[CH:10]=[CH:9][CH:8]=[CH:7][C:6]=1[NH:11][C:12]1[CH:17]=[C:16]([C:18]2[CH:23]=[CH:22][CH:21]=[CH:20][CH:19]=2)[N:15]=[C:14]([NH2:24])[N:13]=1)C.[OH-].[K+]. Product: [NH2:24][C:14]1[N:13]=[C:12]([NH:11][C:6]2[CH:7]=[CH:8][CH:9]=[CH:10][C:5]=2[C:4]([OH:25])=[O:3])[CH:17]=[C:16]([C:18]2[CH:23]=[CH:22][CH:21]=[CH:20][CH:19]=2)[N:15]=1. The catalyst class is: 5. (5) Reactant: [Cl:1][C:2]1[CH:7]=[CH:6][CH:5]=[CH:4][C:3]=1[C:8]1[C:19](=[O:20])[N:18]([CH3:21])[C:11]2[N:12]=[C:13]([S:16][CH3:17])[N:14]=[CH:15][C:10]=2[CH:9]=1.C1C=C(Cl)C=C(C(OO)=[O:30])C=1. Product: [Cl:1][C:2]1[CH:7]=[CH:6][CH:5]=[CH:4][C:3]=1[C:8]1[C:19](=[O:20])[N:18]([CH3:21])[C:11]2[N:12]=[C:13]([S:16]([CH3:17])=[O:30])[N:14]=[CH:15][C:10]=2[CH:9]=1. The catalyst class is: 2. (6) Reactant: [C:1]1([CH2:7][SH:8])[CH:6]=[CH:5][CH:4]=[CH:3][CH:2]=1.C(=O)([O-])[O-].[K+].[K+].Cl[C:16]1[N:24]=[CH:23][C:22]([N+:25]([O-:27])=[O:26])=[CH:21][C:17]=1[C:18]([OH:20])=[O:19]. Product: [CH2:7]([S:8][C:16]1[N:24]=[CH:23][C:22]([N+:25]([O-:27])=[O:26])=[CH:21][C:17]=1[C:18]([OH:20])=[O:19])[C:1]1[CH:6]=[CH:5][CH:4]=[CH:3][CH:2]=1. The catalyst class is: 7. (7) Reactant: [BH4-].[Na+].[Br:3][C:4]1[CH:9]=[C:8]([F:10])[CH:7]=[CH:6][C:5]=1[C:11]1[CH2:12][CH2:13][CH2:14][N:15]=1.O.[OH-].[Na+]. Product: [Br:3][C:4]1[CH:9]=[C:8]([F:10])[CH:7]=[CH:6][C:5]=1[CH:11]1[CH2:12][CH2:13][CH2:14][NH:15]1. The catalyst class is: 130.